Dataset: Reaction yield outcomes from USPTO patents with 853,638 reactions. Task: Predict the reaction yield, written as a fraction of the theoretical maximum amount of product (1.0 means a 100% yield; for example, 0.34 means a 34% yield). (1) The reactants are [Br:1][C:2]1[CH:7]=[CH:6][C:5]([CH2:8][C:9](=[O:13])[C:10]([OH:12])=[O:11])=[CH:4][CH:3]=1.[CH2:14]1CCN2C(=NCCC2)CC1.IC. The catalyst is CN(C=O)C. The product is [Br:1][C:2]1[CH:3]=[CH:4][C:5]([CH2:8][C:9](=[O:13])[C:10]([O:12][CH3:14])=[O:11])=[CH:6][CH:7]=1. The yield is 0.680. (2) The reactants are Cl[C:2]1[C:11]2[C:6](=[C:7]([C:15]([F:18])([F:17])[F:16])[CH:8]=[C:9]([N+:12]([O-:14])=[O:13])[CH:10]=2)[N:5]=[CH:4][C:3]=1[C:19]#[N:20].[Cl:21][C:22]1[CH:23]=[C:24]([CH:26]=[CH:27][C:28]=1[F:29])[NH2:25]. The catalyst is CCO. The product is [Cl:21][C:22]1[CH:23]=[C:24]([NH:25][C:2]2[C:11]3[C:6](=[C:7]([C:15]([F:18])([F:17])[F:16])[CH:8]=[C:9]([N+:12]([O-:14])=[O:13])[CH:10]=3)[N:5]=[CH:4][C:3]=2[C:19]#[N:20])[CH:26]=[CH:27][C:28]=1[F:29]. The yield is 0.990. (3) The reactants are [C:1]([O:4][CH2:5][CH:6]([O:9][CH2:10][C@@H:11]([NH:14][C:15]([O:17][C:18]([CH3:21])([CH3:20])[CH3:19])=[O:16])[CH:12]=[CH2:13])C=C)(=[O:3])[CH3:2]. The catalyst is C(=[Ru](Cl)(Cl)([C-]1N(C2C(C)=CC(C)=CC=2C)CCN1C1C(C)=CC(C)=CC=1C)P(C1CCCCC1)(C1CCCCC1)C1CCCCC1)C1C=CC=CC=1. The product is [C:1]([O:4][CH2:5][CH:6]1[CH:13]=[CH:12][C@H:11]([NH:14][C:15]([O:17][C:18]([CH3:19])([CH3:20])[CH3:21])=[O:16])[CH2:10][O:9]1)(=[O:3])[CH3:2]. The yield is 0.850. (4) The reactants are [Li]CCCC.[CH3:6][S:7][C:8]1[CH:12]=[CH:11][S:10][CH:9]=1.Cl[Si:14]([CH3:17])([CH3:16])[CH3:15]. The catalyst is CCOCC. The product is [CH3:15][Si:14]([CH3:17])([CH3:16])[C:9]1[S:10][CH:11]=[CH:12][C:8]=1[S:7][CH3:6]. The yield is 0.480.